The task is: Predict the reaction yield, written as a fraction of the theoretical maximum amount of product (1.0 means a 100% yield; for example, 0.34 means a 34% yield).. This data is from Reaction yield outcomes from USPTO patents with 853,638 reactions. The reactants are [C:1]1([S:7]([N:10]2[C:14]3=[N:15][CH:16]=[C:17]([C:19]4[CH:24]=[CH:23][C:22]([N:25]([CH3:27])[CH3:26])=[CH:21][CH:20]=4)[CH:18]=[C:13]3[C:12](I)=[CH:11]2)(=[O:9])=[O:8])[CH:6]=[CH:5][CH:4]=[CH:3][CH:2]=1.ClCCl.C(N(CC)CC)C.[CH3:39][C:40]1([CH3:47])[C:44]([CH3:46])([CH3:45])[O:43][BH:42][O:41]1. The catalyst is O1CCOCC1.C1C=CC(P(C2C=CC=CC=2)[C-]2C=CC=C2)=CC=1.C1C=CC(P(C2C=CC=CC=2)[C-]2C=CC=C2)=CC=1.Cl[Pd]Cl.[Fe+2]. The product is [C:1]1([S:7]([N:10]2[C:14]3=[N:15][CH:16]=[C:17]([C:19]4[CH:24]=[CH:23][C:22]([N:25]([CH3:27])[CH3:26])=[CH:21][CH:20]=4)[CH:18]=[C:13]3[C:12]([B:42]3[O:43][C:44]([CH3:46])([CH3:45])[C:40]([CH3:47])([CH3:39])[O:41]3)=[CH:11]2)(=[O:9])=[O:8])[CH:6]=[CH:5][CH:4]=[CH:3][CH:2]=1. The yield is 1.13.